This data is from NCI-60 drug combinations with 297,098 pairs across 59 cell lines. The task is: Regression. Given two drug SMILES strings and cell line genomic features, predict the synergy score measuring deviation from expected non-interaction effect. Drug 1: C1=CC=C(C=C1)NC(=O)CCCCCCC(=O)NO. Drug 2: C1C(C(OC1N2C=NC(=NC2=O)N)CO)O. Cell line: M14. Synergy scores: CSS=15.6, Synergy_ZIP=-3.64, Synergy_Bliss=1.63, Synergy_Loewe=0.809, Synergy_HSA=-0.205.